The task is: Predict which catalyst facilitates the given reaction.. This data is from Catalyst prediction with 721,799 reactions and 888 catalyst types from USPTO. (1) Reactant: [Cl:1][C:2]1[CH:7]=[CH:6][C:5]([NH:8][C:9](=[O:20])/[C:10](/[CH3:19])=[CH:11]/[C:12]2[CH:17]=[CH:16][CH:15]=[C:14]([OH:18])[CH:13]=2)=[CH:4][C:3]=1[C:21]([F:24])([F:23])[F:22].Cl[C:26]1[CH:31]=[CH:30][N:29]=[C:28]([C:32]#[N:33])[CH:27]=1.C(=O)([O-])[O-].[Cs+].[Cs+]. Product: [Cl:1][C:2]1[CH:7]=[CH:6][C:5]([NH:8][C:9](=[O:20])/[C:10](/[CH3:19])=[CH:11]/[C:12]2[CH:17]=[CH:16][CH:15]=[C:14]([O:18][C:26]3[CH:31]=[CH:30][N:29]=[C:28]([C:32]#[N:33])[CH:27]=3)[CH:13]=2)=[CH:4][C:3]=1[C:21]([F:22])([F:23])[F:24]. The catalyst class is: 3. (2) Reactant: C[Si](C=[N+]=[N-])(C)C.[CH3:8]CCCCC.[Cl:14][C:15]1[CH:16]=[C:17]([C@@H:21]([OH:25])[C:22]([OH:24])=[O:23])[CH:18]=[CH:19][CH:20]=1.CO. Product: [CH3:8][O:23][C:22](=[O:24])[C@@H:21]([C:17]1[CH:18]=[CH:19][CH:20]=[C:15]([Cl:14])[CH:16]=1)[OH:25]. The catalyst class is: 48.